This data is from Reaction yield outcomes from USPTO patents with 853,638 reactions. The task is: Predict the reaction yield, written as a fraction of the theoretical maximum amount of product (1.0 means a 100% yield; for example, 0.34 means a 34% yield). (1) The reactants are [F:1][C:2]1[CH:48]=[CH:47][C:5]([CH2:6][N:7]2[C:16](=[O:17])[C:15]([C:18]3[NH:23][C:22]4[CH:24]=[CH:25][C:26]([NH:28][S:29]([NH:32]C(=O)OCC5C=CC=CC=5)(=[O:31])=[O:30])=[CH:27][C:21]=4[S:20](=[O:44])(=[O:43])[N:19]=3)=[C:14]([OH:45])[C@H:13]3[C@@H:8]2[C@H:9]2[CH2:46][C@@H:12]3[CH2:11][CH2:10]2)=[CH:4][CH:3]=1. The catalyst is CO. The product is [F:1][C:2]1[CH:48]=[CH:47][C:5]([CH2:6][N:7]2[C:16](=[O:17])[C:15]([C:18]3[NH:23][C:22]4[CH:24]=[CH:25][C:26]([NH:28][S:29]([NH2:32])(=[O:31])=[O:30])=[CH:27][C:21]=4[S:20](=[O:43])(=[O:44])[N:19]=3)=[C:14]([OH:45])[C@H:13]3[C@@H:8]2[C@H:9]2[CH2:46][C@@H:12]3[CH2:11][CH2:10]2)=[CH:4][CH:3]=1. The yield is 0.587. (2) No catalyst specified. The reactants are [C:1]([C:4]1[CH:12]=[CH:11][C:7]([C:8]([OH:10])=[O:9])=[CH:6][CH:5]=1)(=[O:3])[CH3:2].Cl.[CH3:14]O. The product is [C:1]([C:4]1[CH:12]=[CH:11][C:7]([C:8]([O:10][CH3:14])=[O:9])=[CH:6][CH:5]=1)(=[O:3])[CH3:2]. The yield is 0.740. (3) The reactants are [CH3:1][O:2][C:3](=[O:22])[CH:4]([C:11]1[CH:16]=[CH:15][C:14](F)=[C:13]([C:18]([F:21])([F:20])[F:19])[CH:12]=1)[CH2:5][CH:6]1[CH2:10][CH2:9][CH2:8][CH2:7]1.[CH3:23][S-:24].[Na+].Cl. The catalyst is CN(C)C=O. The product is [CH3:1][O:2][C:3](=[O:22])[CH:4]([C:11]1[CH:16]=[CH:15][C:14]([S:24][CH3:23])=[C:13]([C:18]([F:21])([F:20])[F:19])[CH:12]=1)[CH2:5][CH:6]1[CH2:10][CH2:9][CH2:8][CH2:7]1. The yield is 0.355. (4) The reactants are C([SiH2][O:6][C:7](C)(C)[C:8]1[CH:9]=[CH:10][C:11]([NH:14][C:15]([C:17]2[CH:27]=[C:26]([O:28][C:29]3[CH:34]=[CH:33][C:32]([S:35]([CH3:38])(=[O:37])=[O:36])=[CH:31][CH:30]=3)[C:20]3[CH2:21][C:22]([CH3:25])([CH3:24])[O:23][C:19]=3[CH:18]=2)=[O:16])=[N:12][CH:13]=1)(C)(C)C.CCCC[N+](CCCC)(CCCC)CCCC.[F-].C1COCC1. The catalyst is C(Cl)Cl. The product is [OH:6][CH2:7][C:8]1[CH:9]=[CH:10][C:11]([NH:14][C:15]([C:17]2[CH:27]=[C:26]([O:28][C:29]3[CH:30]=[CH:31][C:32]([S:35]([CH3:38])(=[O:36])=[O:37])=[CH:33][CH:34]=3)[C:20]3[CH2:21][C:22]([CH3:25])([CH3:24])[O:23][C:19]=3[CH:18]=2)=[O:16])=[N:12][CH:13]=1. The yield is 0.340. (5) The reactants are Br[C:2]1[CH:3]=[CH:4][C:5]([O:21][CH3:22])=[C:6]([C:8]2[CH:13]=[CH:12][C:11]([S:14]([CH2:17][CH3:18])(=[O:16])=[O:15])=[CH:10][C:9]=2[O:19][CH3:20])[CH:7]=1.[B:23]1([B:23]2[O:27][C:26]([CH3:29])([CH3:28])[C:25]([CH3:31])([CH3:30])[O:24]2)[O:27][C:26]([CH3:29])([CH3:28])[C:25]([CH3:31])([CH3:30])[O:24]1.C([O-])(=O)C.[K+]. The catalyst is O1CCOCC1.[Pd](Cl)Cl.C1(P(C2C=CC=CC=2)[C-]2C=CC=C2)C=CC=CC=1.[C-]1(P(C2C=CC=CC=2)C2C=CC=CC=2)C=CC=C1.[Fe+2]. The product is [CH2:17]([S:14]([C:11]1[CH:12]=[CH:13][C:8]([C:6]2[C:5]([O:21][CH3:22])=[CH:4][CH:3]=[C:2]([B:23]3[O:27][C:26]([CH3:29])([CH3:28])[C:25]([CH3:31])([CH3:30])[O:24]3)[CH:7]=2)=[C:9]([O:19][CH3:20])[CH:10]=1)(=[O:16])=[O:15])[CH3:18]. The yield is 0.620. (6) The reactants are [N:1]([CH2:4][C:5]1[C:6]([C:19]2[CH:24]=[CH:23][CH:22]=[CH:21][CH:20]=2)=[N:7][C:8]2[C:13]([C:14]=1[C:15]([O:17]C)=[O:16])=[CH:12][CH:11]=[CH:10][CH:9]=2)=[N+:2]=[N-:3].O.[OH-].[Li+].Cl. The catalyst is CO.O. The product is [N:1]([CH2:4][C:5]1[C:6]([C:19]2[CH:24]=[CH:23][CH:22]=[CH:21][CH:20]=2)=[N:7][C:8]2[C:13]([C:14]=1[C:15]([OH:17])=[O:16])=[CH:12][CH:11]=[CH:10][CH:9]=2)=[N+:2]=[N-:3]. The yield is 0.660. (7) The reactants are [Br:1][C:2]1[CH:3]=[C:4]([CH:6]=[CH:7][CH:8]=1)[NH2:5].Br[CH2:10][CH2:11][O:12][CH2:13][CH2:14]Br.C(N(C(C)C)CC)(C)C.O. The catalyst is CN(C=O)C. The product is [Br:1][C:2]1[CH:3]=[C:4]([N:5]2[CH2:14][CH2:13][O:12][CH2:11][CH2:10]2)[CH:6]=[CH:7][CH:8]=1. The yield is 0.430.